Dataset: Catalyst prediction with 721,799 reactions and 888 catalyst types from USPTO. Task: Predict which catalyst facilitates the given reaction. (1) Reactant: [C@H:1]1([NH2:11])[C:10]2[C:5](=[CH:6][CH:7]=[CH:8][CH:9]=2)[CH2:4][CH2:3][CH2:2]1.[C:12](Cl)(=[O:15])[CH:13]=[CH2:14].CN1CCOCC1. Product: [C@H:1]1([NH:11][C:12](=[O:15])[CH:13]=[CH2:14])[C:10]2[C:5](=[CH:6][CH:7]=[CH:8][CH:9]=2)[CH2:4][CH2:3][CH2:2]1. The catalyst class is: 2. (2) Product: [CH3:1][N:2]([CH3:8])[C:3](=[O:7])[C@H:4]([CH3:6])[NH:5][C:17]1[CH2:21][S:20][C:19](=[O:22])[N:18]=1. Reactant: [CH3:1][N:2]([CH3:8])[C:3](=[O:7])[C@H:4]([CH3:6])[NH2:5].C(N(CC)CC)C.S=[C:17]1[CH2:21][S:20][C:19](=[O:22])[NH:18]1. The catalyst class is: 8. (3) Reactant: [C:1]1([C:7]([C:15]2[CH:20]=[CH:19][CH:18]=[CH:17][CH:16]=2)([CH:9]2[CH2:14][CH2:13][NH:12][CH2:11][CH2:10]2)[OH:8])[CH:6]=[CH:5][CH:4]=[CH:3][CH:2]=1.[O:21]=[C:22]1[C:26]([C:33]2[CH:38]=[CH:37][CH:36]=[CH:35][CH:34]=2)([C:27]2[CH:32]=[CH:31][CH:30]=[CH:29][CH:28]=2)[CH2:25][CH2:24][N:23]1[CH2:39][C:40](O)=[O:41].Cl.C(N=C=NCCCN(C)C)C. Product: [OH:8][C:7]([C:15]1[CH:20]=[CH:19][CH:18]=[CH:17][CH:16]=1)([C:1]1[CH:2]=[CH:3][CH:4]=[CH:5][CH:6]=1)[CH:9]1[CH2:14][CH2:13][N:12]([C:40](=[O:41])[CH2:39][N:23]2[CH2:24][CH2:25][C:26]([C:27]3[CH:32]=[CH:31][CH:30]=[CH:29][CH:28]=3)([C:33]3[CH:38]=[CH:37][CH:36]=[CH:35][CH:34]=3)[C:22]2=[O:21])[CH2:11][CH2:10]1. The catalyst class is: 112. (4) Reactant: CN(C1C=CC=CN=1)C.[C:18](O[C:18]([O:20][C:21]([CH3:24])([CH3:23])[CH3:22])=[O:19])([O:20][C:21]([CH3:24])([CH3:23])[CH3:22])=[O:19].[O:25]=[C:26]1[NH:30][C@H:29]([C:31]([O:33][CH2:34][C:35]2[CH:40]=[CH:39][CH:38]=[CH:37][CH:36]=2)=[O:32])[CH2:28][CH2:27]1. Product: [C:21]([O:20][C:18]([N:30]1[C:26](=[O:25])[CH2:27][CH2:28][C@H:29]1[C:31]([O:33][CH2:34][C:35]1[CH:40]=[CH:39][CH:38]=[CH:37][CH:36]=1)=[O:32])=[O:19])([CH3:22])([CH3:23])[CH3:24]. The catalyst class is: 4.